From a dataset of Forward reaction prediction with 1.9M reactions from USPTO patents (1976-2016). Predict the product of the given reaction. Given the reactants [Cl:1][CH2:2][C@@H:3]1[C:11]2[C:10]3[CH:12]=[CH:13][CH:14]=[CH:15][C:9]=3[C:8]([NH:16][C:17](=[O:30])[CH2:18][CH2:19][CH2:20][CH2:21][CH2:22][N:23]3[C:27](=[O:28])[CH:26]=[CH:25][C:24]3=[O:29])=[CH:7][C:6]=2[NH:5][CH2:4]1.[Cl:31][CH2:32][C@@H:33]1[C:41]2[C:40]3[CH:42]=[CH:43][CH:44]=[CH:45][C:39]=3[C:38]([OH:46])=[CH:37][C:36]=2[N:35]([C:47](=[O:54])[CH2:48][CH2:49][CH2:50][C:51](O)=[O:52])[CH2:34]1.CC1C=CC(S(O)(=O)=O)=CC=1, predict the reaction product. The product is: [Cl:1][CH2:2][C@@H:3]1[C:11]2[C:10]3[CH:12]=[CH:13][CH:14]=[CH:15][C:9]=3[C:8]([NH:16][C:17](=[O:30])[CH2:18][CH2:19][CH2:20][CH2:21][CH2:22][N:23]3[C:27](=[O:28])[CH:26]=[CH:25][C:24]3=[O:29])=[CH:7][C:6]=2[N:5]([C:51](=[O:52])[CH2:50][CH2:49][CH2:48][C:47]([N:35]2[C:36]3[CH:37]=[C:38]([OH:46])[C:39]4[CH:45]=[CH:44][CH:43]=[CH:42][C:40]=4[C:41]=3[C@@H:33]([CH2:32][Cl:31])[CH2:34]2)=[O:54])[CH2:4]1.